From a dataset of Full USPTO retrosynthesis dataset with 1.9M reactions from patents (1976-2016). Predict the reactants needed to synthesize the given product. (1) Given the product [NH2:7][C@@H:8]1[CH2:13][CH2:12][CH2:11][N:10]([C:14]([C:16]2[CH:38]=[CH:37][C:19]3[N:20]([CH3:36])[C:21]([C:23]4[N:33]([CH2:34][CH3:35])[C:26]5=[N:27][CH:28]=[C:29]([O:31][CH3:32])[CH:30]=[C:25]5[CH:24]=4)=[N:22][C:18]=3[CH:17]=2)=[O:15])[CH2:9]1, predict the reactants needed to synthesize it. The reactants are: C(OC(=O)[NH:7][C@@H:8]1[CH2:13][CH2:12][CH2:11][N:10]([C:14]([C:16]2[CH:38]=[CH:37][C:19]3[N:20]([CH3:36])[C:21]([C:23]4[N:33]([CH2:34][CH3:35])[C:26]5=[N:27][CH:28]=[C:29]([O:31][CH3:32])[CH:30]=[C:25]5[CH:24]=4)=[N:22][C:18]=3[CH:17]=2)=[O:15])[CH2:9]1)(C)(C)C.C(O)(C(F)(F)F)=O. (2) Given the product [C:1]([NH:9][C:10]1[CH:22]=[C:21]([C:23]2[CH:28]=[CH:27][C:26]([OH:29])=[C:25]([Cl:30])[CH:24]=2)[CH:20]=[CH:19][C:11]=1[C:12]([OH:14])=[O:13])(=[O:8])[C:2]1[CH:3]=[CH:4][CH:5]=[CH:6][CH:7]=1, predict the reactants needed to synthesize it. The reactants are: [C:1]([NH:9][C:10]1[CH:22]=[C:21]([C:23]2[CH:28]=[CH:27][C:26]([OH:29])=[C:25]([Cl:30])[CH:24]=2)[CH:20]=[CH:19][C:11]=1[C:12]([O:14]C(C)(C)C)=[O:13])(=[O:8])[C:2]1[CH:7]=[CH:6][CH:5]=[CH:4][CH:3]=1. (3) Given the product [Br:1][C:2]1[CH:7]=[CH:6][C:5]([C:8]2[N:13]=[C:12]([NH:14][C:18]3[CH:27]=[C:26]([O:25][CH3:24])[C:32]([O:33][CH3:34])=[C:31]([O:35][CH3:36])[CH:30]=3)[C:11]3=[C:19]([CH3:23])[N:20]=[C:21]([CH3:22])[N:10]3[N:9]=2)=[CH:4][CH:3]=1, predict the reactants needed to synthesize it. The reactants are: [Br:1][C:2]1[CH:7]=[CH:6][C:5]([C:8]2[N:13]=[C:12]([N:14]3[CH:18]=NC=N3)[C:11]3=[C:19]([CH3:23])[N:20]=[C:21]([CH3:22])[N:10]3[N:9]=2)=[CH:4][CH:3]=1.[CH3:24][O:25][C:26]1[CH:27]=C([CH:30]=[C:31]([O:35][CH3:36])[C:32]=1[O:33][CH3:34])N.C(=O)([O-])[O-].[K+].[K+]. (4) The reactants are: [CH2:1]([C@H:8]1[CH2:13][CH2:12][N:11]([CH2:14][CH2:15][S:16]([C:19]2[CH:24]=[CH:23][C:22]([O:25][C:26](=[O:35])[C:27]3[CH:32]=[CH:31][C:30]([CH2:33]Cl)=[CH:29][CH:28]=3)=[CH:21][CH:20]=2)(=[O:18])=[O:17])[CH2:10][C@H:9]1[OH:36])[C:2]1[CH:7]=[CH:6][CH:5]=[CH:4][CH:3]=1.[CH3:37][N:38]1[CH2:43][CH2:42][NH:41][CH2:40][CH2:39]1. Given the product [CH2:1]([C@H:8]1[CH2:13][CH2:12][N:11]([CH2:14][CH2:15][S:16]([C:19]2[CH:24]=[CH:23][C:22]([O:25][C:26](=[O:35])[C:27]3[CH:32]=[CH:31][C:30]([CH2:33][N:41]4[CH2:42][CH2:43][N:38]([CH3:37])[CH2:39][CH2:40]4)=[CH:29][CH:28]=3)=[CH:21][CH:20]=2)(=[O:18])=[O:17])[CH2:10][C@H:9]1[OH:36])[C:2]1[CH:7]=[CH:6][CH:5]=[CH:4][CH:3]=1, predict the reactants needed to synthesize it.